From a dataset of Forward reaction prediction with 1.9M reactions from USPTO patents (1976-2016). Predict the product of the given reaction. (1) Given the reactants C1C(=O)N([Br:8])C(=O)C1.CN(C=O)C.[NH2:14][C:15]1[C:16]2[CH:31]=[CH:30][S:29][C:17]=2[N:18]=[C:19]([C:21]2[CH:22]=[C:23]([CH:26]=[CH:27][CH:28]=2)[C:24]#[N:25])[N:20]=1, predict the reaction product. The product is: [NH2:14][C:15]1[C:16]2[CH:31]=[C:30]([Br:8])[S:29][C:17]=2[N:18]=[C:19]([C:21]2[CH:22]=[C:23]([CH:26]=[CH:27][CH:28]=2)[C:24]#[N:25])[N:20]=1. (2) Given the reactants [Br:1][C:2]1[N:7]2[C:8]([CH3:11])=[N:9][CH:10]=[C:6]2[CH:5]=[CH:4][CH:3]=1.[N+:12]([O-])([OH:14])=[O:13].OS(O)(=O)=O.[OH-].[Na+], predict the reaction product. The product is: [Br:1][C:2]1[N:7]2[C:8]([CH3:11])=[N:9][C:10]([N+:12]([O-:14])=[O:13])=[C:6]2[CH:5]=[CH:4][CH:3]=1. (3) Given the reactants [F:1][C:2]([F:32])([F:31])[C:3]1[CH:26]=[C:25]([C:27]([F:30])([F:29])[F:28])[CH:24]=[CH:23][C:4]=1[CH2:5][N:6]1[C:14]2[C:9](=[CH:10][C:11](/[CH:15]=[C:16]3/[C:17](=[O:22])[NH:18][C:19](=[O:21])[S:20]/3)=[CH:12][CH:13]=2)[CH:8]=[CH:7]1.Br[CH2:34][CH2:35]Cl.[NH:37]1[CH2:44][CH2:43][CH2:42][C@@H:38]1[C:39]([OH:41])=[O:40], predict the reaction product. The product is: [F:32][C:2]([F:1])([F:31])[C:3]1[CH:26]=[C:25]([C:27]([F:29])([F:30])[F:28])[CH:24]=[CH:23][C:4]=1[CH2:5][N:6]1[C:14]2[C:9](=[CH:10][C:11](/[CH:15]=[C:16]3/[C:17](=[O:22])[N:18]([CH2:43][CH2:44][N:37]4[CH2:35][CH2:34][CH2:42][C@@H:38]4[C:39]([OH:41])=[O:40])[C:19](=[O:21])[S:20]/3)=[CH:12][CH:13]=2)[CH:8]=[CH:7]1. (4) Given the reactants [Cl:1][C:2]1[CH:11]=[C:10]2[C:5]([CH:6]=[CH:7][C:8]([CH3:12])=[N:9]2)=[CH:4][C:3]=1[O:13]C.B(Br)(Br)Br, predict the reaction product. The product is: [Cl:1][C:2]1[CH:11]=[C:10]2[C:5]([CH:6]=[CH:7][C:8]([CH3:12])=[N:9]2)=[CH:4][C:3]=1[OH:13]. (5) Given the reactants [NH2:1][C:2]1[C:3]([C:7]([OH:9])=O)=[N:4][O:5][N:6]=1.[Cl:10][C:11]1[N:16]=[C:15]([NH2:17])[CH:14]=[CH:13][CH:12]=1.F[P-](F)(F)(F)(F)F.C[N+](C)=C(N(C)C)ON1C2N=CC=CC=2N=N1.C(N(CC)C(C)C)(C)C.C([O-])(O)=O.[Na+], predict the reaction product. The product is: [NH2:1][C:2]1[C:3]([C:7]([NH:17][C:15]2[CH:14]=[CH:13][CH:12]=[C:11]([Cl:10])[N:16]=2)=[O:9])=[N:4][O:5][N:6]=1. (6) Given the reactants [F:1][C:2]1[CH:3]=[C:4]([C:9]2[S:10][C:11]3[CH2:12][C:13]4[C:19]([C:20]5[CH:25]=[CH:24][C:23]([O:26][CH3:27])=[CH:22][CH:21]=5)=[N:18][N:17](COCC[Si](C)(C)C)[C:14]=4[C:15]=3[CH:16]=2)[CH:5]=[CH:6][C:7]=1[F:8].Cl, predict the reaction product. The product is: [F:1][C:2]1[CH:3]=[C:4]([C:9]2[S:10][C:11]3[CH2:12][C:13]4[C:19]([C:20]5[CH:25]=[CH:24][C:23]([O:26][CH3:27])=[CH:22][CH:21]=5)=[N:18][NH:17][C:14]=4[C:15]=3[CH:16]=2)[CH:5]=[CH:6][C:7]=1[F:8].